Task: Predict the product of the given reaction.. Dataset: Forward reaction prediction with 1.9M reactions from USPTO patents (1976-2016) (1) Given the reactants [NH:1]1[C:5]2[CH:6]=[CH:7][C:8]([C:10]([N:12]3[C@@H:21]4[C@@H:16]([C:17]5[CH:25]=[CH:24][C:23]([C:26]([OH:28])=O)=[CH:22][C:18]=5[CH2:19][CH2:20]4)[CH2:15][CH2:14][CH2:13]3)=[O:11])=[CH:9][C:4]=2[N:3]=[CH:2]1.[CH3:29][NH:30][CH3:31], predict the reaction product. The product is: [CH3:29][N:30]([CH3:31])[C:26]([C:23]1[CH:24]=[CH:25][C:17]2[C@@H:16]3[C@H:21]([CH2:20][CH2:19][C:18]=2[CH:22]=1)[N:12]([C:10]([C:8]1[CH:7]=[CH:6][C:5]2[NH:1][CH:2]=[N:3][C:4]=2[CH:9]=1)=[O:11])[CH2:13][CH2:14][CH2:15]3)=[O:28]. (2) Given the reactants [CH3:1][O:2][C:3]1[CH:20]=[CH:19][C:6]([CH2:7][N:8]2[C:12]3=[N:13][CH:14]=[CH:15][C:16](Cl)=[C:11]3[C:10]([CH3:18])=[N:9]2)=[CH:5][CH:4]=1.[CH:21]1([CH2:24][NH:25][C:26]2[N:31]([CH3:32])[C:30](=[O:33])[C:29]([C:34]3[CH:39]=[CH:38][C:37]([OH:40])=[C:36]([F:41])[CH:35]=3)=[CH:28][N:27]=2)[CH2:23][CH2:22]1.C(=O)([O-])[O-].[K+].[K+].CC([O-])(C)C.[K+], predict the reaction product. The product is: [CH:21]1([CH2:24][NH:25][C:26]2[N:31]([CH3:32])[C:30](=[O:33])[C:29]([C:34]3[CH:39]=[CH:38][C:37]([O:40][C:16]4[CH:15]=[CH:14][N:13]=[C:12]5[N:8]([CH2:7][C:6]6[CH:19]=[CH:20][C:3]([O:2][CH3:1])=[CH:4][CH:5]=6)[N:9]=[C:10]([CH3:18])[C:11]=45)=[C:36]([F:41])[CH:35]=3)=[CH:28][N:27]=2)[CH2:23][CH2:22]1. (3) The product is: [Cl:13][C:14]1[CH:15]=[CH:16][C:17]([C:20]2[N:21]=[C:22]([CH2:38][N:39]3[N:43]=[N:42][CH:41]=[N:40]3)[C:23]([C:33]([NH:8][N:2]3[CH2:7][CH2:6][CH2:5][CH2:4][CH2:3]3)=[O:34])=[N:24][C:25]=2[C:26]2[CH:27]=[CH:28][C:29]([Cl:32])=[CH:30][CH:31]=2)=[CH:18][CH:19]=1. Given the reactants Cl.[N:2]1([NH2:8])[CH2:7][CH2:6][CH2:5][CH2:4][CH2:3]1.C[Al](C)C.[Cl:13][C:14]1[CH:19]=[CH:18][C:17]([C:20]2[N:21]=[C:22]([CH2:38][N:39]3[N:43]=[N:42][CH:41]=[N:40]3)[C:23]([C:33](OCC)=[O:34])=[N:24][C:25]=2[C:26]2[CH:31]=[CH:30][C:29]([Cl:32])=[CH:28][CH:27]=2)=[CH:16][CH:15]=1, predict the reaction product. (4) Given the reactants [H-].[Na+].[CH:3]1([C:6]2[CH:17]=[C:16]([F:18])[C:9]3[C:10](=[O:15])[NH:11][CH2:12][CH2:13][O:14][C:8]=3[CH:7]=2)[CH2:5][CH2:4]1.[Br:19][C:20]1[CH:29]=[CH:28][C:27]([CH2:30]Br)=[CH:26][C:21]=1[C:22]([O:24]C)=[O:23], predict the reaction product. The product is: [Br:19][C:20]1[CH:29]=[CH:28][C:27]([CH2:30][N:11]2[C:10](=[O:15])[C:9]3[C:16]([F:18])=[CH:17][C:6]([CH:3]4[CH2:5][CH2:4]4)=[CH:7][C:8]=3[O:14][CH2:13][CH2:12]2)=[CH:26][C:21]=1[C:22]([OH:24])=[O:23]. (5) Given the reactants Cl[SiH2]Cl.[C:4]1([Si:10](C2C=CC=CC=2)([Cl:12])[Cl:11])[CH:9]=[CH:8][CH:7]=[CH:6][CH:5]=1, predict the reaction product. The product is: [C:4]1([SiH:10]([Cl:12])[Cl:11])[CH:9]=[CH:8][CH:7]=[CH:6][CH:5]=1.